From a dataset of Catalyst prediction with 721,799 reactions and 888 catalyst types from USPTO. Predict which catalyst facilitates the given reaction. Reactant: C([O:3][C:4]([CH:6]1[CH2:15][CH2:14][C:9]2([O:13][CH2:12][CH2:11][O:10]2)[CH2:8][CH2:7]1)=O)C.[H-].[H-].[H-].[H-].[Li+].[Al+3]. Product: [O:10]1[C:9]2([CH2:14][CH2:15][CH:6]([CH2:4][OH:3])[CH2:7][CH2:8]2)[O:13][CH2:12][CH2:11]1. The catalyst class is: 1.